Dataset: Catalyst prediction with 721,799 reactions and 888 catalyst types from USPTO. Task: Predict which catalyst facilitates the given reaction. (1) Reactant: [CH2:1]([N:5]1[C:13]2[N:12]=[C:11]([Cl:14])[NH:10][C:9]=2[C:8](=[O:15])[N:7]([CH2:16][CH2:17][CH2:18][C:19]([O:21]CC)=O)[C:6]1=[O:24])[CH2:2][CH2:3][CH3:4].O[NH:26][C:27]([C:29]1([C:34]2[CH:39]=[CH:38][CH:37]=[CH:36][CH:35]=2)[CH2:33][CH2:32][CH2:31][CH2:30]1)=[NH:28].C[O-].[Na+]. Product: [CH2:1]([N:5]1[C:13]2[N:12]=[C:11]([Cl:14])[NH:10][C:9]=2[C:8](=[O:15])[N:7]([CH2:16][CH2:17][CH2:18][C:19]2[O:21][N:28]=[C:27]([C:29]3([C:34]4[CH:35]=[CH:36][CH:37]=[CH:38][CH:39]=4)[CH2:30][CH2:31][CH2:32][CH2:33]3)[N:26]=2)[C:6]1=[O:24])[CH2:2][CH2:3][CH3:4]. The catalyst class is: 5. (2) Reactant: C(N(C(C)C)C(C)C)C.[CH3:10][N:11]([CH3:15])[C:12](Cl)=[O:13].[Cl:16][C:17]1[CH:18]=[CH:19][C:20]2[CH2:21][NH:22][CH2:23][C@@H:24]([C:28]3[CH:33]=[CH:32][CH:31]=[CH:30][CH:29]=3)[O:25][C:26]=2[N:27]=1. Product: [Cl:16][C:17]1[CH:18]=[CH:19][C:20]2[CH2:21][N:22]([C:12]([N:11]([CH3:15])[CH3:10])=[O:13])[CH2:23][C@@H:24]([C:28]3[CH:33]=[CH:32][CH:31]=[CH:30][CH:29]=3)[O:25][C:26]=2[N:27]=1. The catalyst class is: 2.